Dataset: Full USPTO retrosynthesis dataset with 1.9M reactions from patents (1976-2016). Task: Predict the reactants needed to synthesize the given product. (1) The reactants are: [Cl:1][C:2]1[C:3]2[C:11]([C:12]#CC(C)=C)=[CH:10][N:9]([CH2:17][C:18]3[C:23]([CH3:24])=[C:22]([O:25][CH3:26])[C:21]([CH3:27])=[CH:20][N:19]=3)[C:4]=2[N:5]=[C:6]([NH2:8])[N:7]=1.CC[C@H]1[C@H]2C[C@H]([C@H](OC3C4C(=CC=CC=4)C(O[C@H](C4C=CN=C5C=4C=C(OC)C=C5)[C@@H]4N5C[C@H](CC)[C@@H](CC5)C4)=NN=3)C3C=CN=C4C=3C=C([O:49]C)C=C4)N(CC2)C1.[CH3:86][C:87]([OH:90])([CH3:89])[CH3:88].O. Given the product [NH2:8][C:6]1[N:7]=[C:2]([Cl:1])[C:3]2[C:11]([C:12]#[C:86][C@:87]([CH3:89])([OH:90])[CH2:88][OH:49])=[CH:10][N:9]([CH2:17][C:18]3[C:23]([CH3:24])=[C:22]([O:25][CH3:26])[C:21]([CH3:27])=[CH:20][N:19]=3)[C:4]=2[N:5]=1, predict the reactants needed to synthesize it. (2) Given the product [CH3:31][N:32]([CH3:33])[CH2:2][C:3]([N:5]1[C:13]2[C:8](=[CH:9][C:10]([O:17][CH3:18])=[C:11]([N+:14]([O-:16])=[O:15])[CH:12]=2)[CH2:7][CH2:6]1)=[O:4], predict the reactants needed to synthesize it. The reactants are: Cl[CH2:2][C:3]([N:5]1[C:13]2[C:8](=[CH:9][C:10]([O:17][CH3:18])=[C:11]([N+:14]([O-:16])=[O:15])[CH:12]=2)[CH2:7][CH2:6]1)=[O:4].C(=O)([O-])[O-].[K+].[K+].O1CCCC1.Cl.[CH3:31][NH:32][CH3:33]. (3) Given the product [CH2:9]([C:8]1[C:5]([C:6]#[N:7])=[CH:4][N:2]=[CH:1][N:14]=1)[CH3:10], predict the reactants needed to synthesize it. The reactants are: [CH3:1][N:2]([CH:4]=[C:5]([C:8](=O)[CH2:9][CH3:10])[C:6]#[N:7])C.Cl.C(N)=[NH:14].C(N(CC)CC)C. (4) Given the product [OH:34][NH:35][C:26]([CH:25]([CH3:38])[CH2:24][C:21]1[CH:22]=[CH:23][C:18]([C:14]2[CH:15]=[CH:16][CH:17]=[C:12]([CH2:11][N:2]([CH3:1])[C:3](=[O:4])[C:5]3[CH:10]=[CH:9][CH:8]=[CH:7][CH:6]=3)[CH:13]=2)=[CH:19][CH:20]=1)=[O:27], predict the reactants needed to synthesize it. The reactants are: [CH3:1][N:2]([CH2:11][C:12]1[CH:13]=[C:14]([C:18]2[CH:23]=[CH:22][C:21]([CH2:24][CH2:25][C:26](Cl)=[O:27])=[CH:20][CH:19]=2)[CH:15]=[CH:16][CH:17]=1)[C:3]([C:5]1[CH:10]=[CH:9][CH:8]=[CH:7][CH:6]=1)=[O:4].C([Si](C)(C)[O:34][NH2:35])(C)(C)C.[CH2:38](N(CC)CC)C.[F-].C([N+](CCCC)(CCCC)CCCC)CCC. (5) Given the product [NH:8]([C:1]([O:3][C:4]([CH3:6])([CH3:5])[CH3:7])=[O:2])[C@H:9]([CH:14]=[O:15])[CH2:10][CH:11]([CH3:13])[CH3:12], predict the reactants needed to synthesize it. The reactants are: [C:1]([NH:8][C@H:9]([CH2:14][OH:15])[CH2:10][CH:11]([CH3:13])[CH3:12])([O:3][C:4]([CH3:7])([CH3:6])[CH3:5])=[O:2].C1(C)C=CC=CC=1.C(N(CC)CC)C.S(=O)(=O)=O. (6) Given the product [Cl:23][C:24]1[CH:50]=[C:49]([Cl:51])[CH:48]=[CH:47][C:25]=1[CH2:26][O:27][C@@H:28]1[C@@H:34]([CH2:35][O:36][CH2:37][C:38]2[CH:43]=[CH:42][C:41]([Cl:44])=[CH:40][C:39]=2[Cl:45])[O:33][C@H:30]([O:31][CH3:32])[C:29]1=[O:46], predict the reactants needed to synthesize it. The reactants are: CC(OI1(OC(C)=O)(OC(C)=O)OC(=O)C2C=CC=CC1=2)=O.[Cl:23][C:24]1[CH:50]=[C:49]([Cl:51])[CH:48]=[CH:47][C:25]=1[CH2:26][O:27][C@@H:28]1[C@@H:34]([CH2:35][O:36][CH2:37][C:38]2[CH:43]=[CH:42][C:41]([Cl:44])=[CH:40][C:39]=2[Cl:45])[O:33][C@H:30]([O:31][CH3:32])[C@@H:29]1[OH:46]. (7) Given the product [C:23]([C:27]1[CH:32]=[CH:31][C:30]([S:33]([NH:1][C:2]2[CH:7]=[CH:6][C:5]([Cl:8])=[CH:4][C:3]=2[C:9]([C:11]2[CH:12]=[N:13][C:14]([N:17]3[CH2:22][CH2:21][O:20][CH2:19][CH2:18]3)=[CH:15][CH:16]=2)=[O:10])(=[O:35])=[O:34])=[CH:29][CH:28]=1)([CH3:26])([CH3:24])[CH3:25], predict the reactants needed to synthesize it. The reactants are: [NH2:1][C:2]1[CH:7]=[CH:6][C:5]([Cl:8])=[CH:4][C:3]=1[C:9]([C:11]1[CH:12]=[N:13][C:14]([N:17]2[CH2:22][CH2:21][O:20][CH2:19][CH2:18]2)=[CH:15][CH:16]=1)=[O:10].[C:23]([C:27]1[CH:32]=[CH:31][C:30]([S:33](Cl)(=[O:35])=[O:34])=[CH:29][CH:28]=1)([CH3:26])([CH3:25])[CH3:24].